From a dataset of Reaction yield outcomes from USPTO patents with 853,638 reactions. Predict the reaction yield, written as a fraction of the theoretical maximum amount of product (1.0 means a 100% yield; for example, 0.34 means a 34% yield). (1) The product is [OH:3][CH2:4][CH2:5][CH2:6][N:7]1[CH2:12][CH2:11][CH:10]([NH:13][C:14]2[N:18]([CH2:19][C:20]3[C:25]([OH:26])=[CH:24][CH:23]=[C:22]([CH3:27])[N:21]=3)[C:17]3[CH:28]=[C:29]([CH3:33])[CH:30]=[C:31]([CH3:32])[C:16]=3[N:15]=2)[CH2:9][CH2:8]1. The catalyst is O1CCCC1. The reactants are C([O:3][C:4](=O)[CH2:5][CH2:6][N:7]1[CH2:12][CH2:11][CH:10]([NH:13][C:14]2[N:18]([CH2:19][C:20]3[C:25]([OH:26])=[CH:24][CH:23]=[C:22]([CH3:27])[N:21]=3)[C:17]3[CH:28]=[C:29]([CH3:33])[CH:30]=[C:31]([CH3:32])[C:16]=3[N:15]=2)[CH2:9][CH2:8]1)C.O.C(OC(=O)C)C. The yield is 0.680. (2) The product is [O:10]1[CH:11]=[CH:12][N:13]=[C:9]1[CH2:8][C:7]1[CH:14]=[CH:15][C:4]([NH2:1])=[CH:5][CH:6]=1. The yield is 0.630. The reactants are [N+:1]([C:4]1[CH:15]=[CH:14][C:7]([CH2:8][C:9]2[O:10][CH:11]=[CH:12][N:13]=2)=[CH:6][CH:5]=1)([O-])=O.[Sn](Cl)(Cl)(Cl)Cl. The catalyst is C(O)C.[OH-].[Na+]. (3) The reactants are [N+:1]([C:4]1[CH:5]=[CH:6][CH:7]=[C:8]2[C:12]=1[NH:11][C:10]([C:13]([O:15]C)=[O:14])=[CH:9]2)([O-:3])=[O:2].[OH-].[Na+].Cl. The catalyst is O1CCCC1.O. The product is [N+:1]([C:4]1[CH:5]=[CH:6][CH:7]=[C:8]2[C:12]=1[NH:11][C:10]([C:13]([OH:15])=[O:14])=[CH:9]2)([O-:3])=[O:2]. The yield is 0.990. (4) The reactants are C(=O)([O-])O.[Na+].CS(C)=O.Cl.[NH2:11][OH:12].[CH2:13]([O:15][C:16]1[CH:17]=[N:18][C:19]([N:22]2[C:27](=[O:28])[C:26]([CH2:29][C:30]3[CH:31]=[CH:32][C:33]([C:36]4[CH:43]=[CH:42][CH:41]=[CH:40][C:37]=4[C:38]#[N:39])=[N:34][CH:35]=3)=[C:25]([CH2:44][CH2:45][CH3:46])[N:24]=[C:23]2[CH:47]([CH3:49])[CH3:48])=[N:20][CH:21]=1)[CH3:14]. The catalyst is C(OCC)(=O)C.O. The product is [CH2:13]([O:15][C:16]1[CH:17]=[N:18][C:19]([N:22]2[C:27](=[O:28])[C:26]([CH2:29][C:30]3[CH:31]=[CH:32][C:33]([C:36]4[CH:43]=[CH:42][CH:41]=[CH:40][C:37]=4[C:38](=[N:11][OH:12])[NH2:39])=[N:34][CH:35]=3)=[C:25]([CH2:44][CH2:45][CH3:46])[N:24]=[C:23]2[CH:47]([CH3:49])[CH3:48])=[N:20][CH:21]=1)[CH3:14]. The yield is 0.570. (5) The reactants are Br[C:2]1[CH:3]=[N:4][C:5]([N:8]2[CH2:13][CH2:12][O:11][C@H:10]([CH2:14][N:15]3[C:19]4=[N:20][C:21]([C:24]5[CH:25]=[N:26][N:27]([CH3:29])[CH:28]=5)=[CH:22][N:23]=[C:18]4[N:17]=[N:16]3)[CH2:9]2)=[N:6][CH:7]=1.[O:30]1[CH2:35][CH2:34][CH2:33][CH2:32][CH:31]1[O:36][CH2:37][CH2:38][N:39]1[CH:43]=[C:42](B2OC(C)(C)C(C)(C)O2)[CH:41]=[N:40]1.C(=O)([O-])[O-].[Cs+].[Cs+]. The catalyst is COCOC.O.C1C=CC(P(C2C=CC=CC=2)[C-]2C=CC=C2)=CC=1.C1C=CC(P(C2C=CC=CC=2)[C-]2C=CC=C2)=CC=1.Cl[Pd]Cl.[Fe+2]. The product is [CH3:29][N:27]1[CH:28]=[C:24]([C:21]2[N:20]=[C:19]3[N:15]([CH2:14][C@H:10]4[O:11][CH2:12][CH2:13][N:8]([C:5]5[N:4]=[CH:3][C:2]([C:42]6[CH:41]=[N:40][N:39]([CH2:38][CH2:37][O:36][CH:31]7[CH2:32][CH2:33][CH2:34][CH2:35][O:30]7)[CH:43]=6)=[CH:7][N:6]=5)[CH2:9]4)[N:16]=[N:17][C:18]3=[N:23][CH:22]=2)[CH:25]=[N:26]1. The yield is 0.770.